Predict which catalyst facilitates the given reaction. From a dataset of Catalyst prediction with 721,799 reactions and 888 catalyst types from USPTO. (1) Reactant: Cl.[CH2:2]([C:4]1[N:8]([C:9]2[N:17]=[C:16]3[C:12]([N:13]=[C:14]([CH:19]4[CH2:24][CH2:23][NH:22][CH2:21][CH2:20]4)[N:15]3[CH3:18])=[C:11]([N:25]3[CH2:30][CH2:29][O:28][CH2:27][CH2:26]3)[N:10]=2)[C:7]2[CH:31]=[CH:32][CH:33]=[CH:34][C:6]=2[N:5]=1)[CH3:3].Cl.[C-:36]#[N:37].[Na+].CC(=O)C.[CH2:43]1[CH2:47]OC[CH2:44]1. Product: [CH2:2]([C:4]1[N:8]([C:9]2[N:17]=[C:16]3[C:12]([N:13]=[C:14]([CH:19]4[CH2:20][CH2:21][N:22]([C:43]([CH3:44])([CH3:47])[C:36]#[N:37])[CH2:23][CH2:24]4)[N:15]3[CH3:18])=[C:11]([N:25]3[CH2:26][CH2:27][O:28][CH2:29][CH2:30]3)[N:10]=2)[C:7]2[CH:31]=[CH:32][CH:33]=[CH:34][C:6]=2[N:5]=1)[CH3:3]. The catalyst class is: 6. (2) Reactant: [F:1][C:2]1[CH:3]=[C:4]([CH:9](O)[C:10]2[CH:11]=[CH:12][C:13]([F:18])=[C:14]([CH:17]=2)[C:15]#[N:16])[CH:5]=[C:6]([F:8])[CH:7]=1.[I-].[Na+].Cl[Si](C)(C)C. Product: [F:1][C:2]1[CH:3]=[C:4]([CH:5]=[C:6]([F:8])[CH:7]=1)[CH2:9][C:10]1[CH:11]=[CH:12][C:13]([F:18])=[C:14]([CH:17]=1)[C:15]#[N:16]. The catalyst class is: 115. (3) Reactant: [CH3:1][O:2][C:3]1[CH:8]=[CH:7][C:6]([CH2:9][C:10](=[O:12])[CH3:11])=[CH:5][C:4]=1[N+:13]([O-])=O. Product: [NH2:13][C:4]1[CH:5]=[C:6]([CH2:9][C:10](=[O:12])[CH3:11])[CH:7]=[CH:8][C:3]=1[O:2][CH3:1]. The catalyst class is: 63. (4) Reactant: C([O:4][C@H:5]1[CH2:10][CH2:9][C@@:8]([C@H:12]2[CH2:20][CH2:19][C@@:18]3([CH3:21])[C@@H:14]([CH2:15][CH2:16][C:17]3=[CH2:22])[C@@H:13]2[CH2:23][NH2:24])([CH3:11])[C@@H:7]([CH2:25][OH:26])[CH2:6]1)(=O)C.F[B-](F)(F)F.N1(OC(N(C)C)=[N+](C)C)C2C=CC=CC=2N=N1.[C:49](O)(=[O:53])[CH:50]([CH3:52])[CH3:51].C(N(CC)C(C)C)(C)C. Product: [OH:4][C@H:5]1[CH2:10][CH2:9][C@@:8]([C@H:12]2[CH2:20][CH2:19][C@@:18]3([CH3:21])[C@@H:14]([CH2:15][CH2:16][C:17]3=[CH2:22])[C@@H:13]2[CH2:23][NH:24][C:49](=[O:53])[CH:50]([CH3:52])[CH3:51])([CH3:11])[C@@H:7]([CH2:25][OH:26])[CH2:6]1. The catalyst class is: 3. (5) Reactant: O1CCCC1.[O:6]([C:13]1[CH:14]=[C:15]([CH2:19][C:20](Cl)=[N:21][OH:22])[CH:16]=[CH:17][CH:18]=1)[C:7]1[CH:12]=[CH:11][CH:10]=[CH:9][CH:8]=1.[C:24]([C:26]1[C:27]([NH2:33])=[N:28][C:29]([NH2:32])=[CH:30][CH:31]=1)#[CH:25].C(N(CC)CC)C. Product: [O:6]([C:13]1[CH:14]=[C:15]([CH:16]=[CH:17][CH:18]=1)[CH2:19][C:20]1[CH:25]=[C:24]([C:26]2[C:27]([NH2:33])=[N:28][C:29]([NH2:32])=[CH:30][CH:31]=2)[O:22][N:21]=1)[C:7]1[CH:12]=[CH:11][CH:10]=[CH:9][CH:8]=1. The catalyst class is: 6. (6) The catalyst class is: 133. Product: [O:12]=[C:1]1[C:10]2[C:5](=[CH:6][CH:7]=[CH:8][CH:9]=2)[CH2:4][C:3](=[O:11])[N:13]1[C:14]1[CH:15]=[C:16]([CH:23]=[CH:24][C:25]=1[CH3:26])[C:17]([NH:19][CH:20]1[CH2:21][CH2:22]1)=[O:18]. Reactant: [C:1]1(=[O:12])[C:10]2[C:5](=[CH:6][CH:7]=[CH:8][CH:9]=2)[CH2:4][C:3](=[O:11])O1.[NH2:13][C:14]1[CH:15]=[C:16]([CH:23]=[CH:24][C:25]=1[CH3:26])[C:17]([NH:19][CH:20]1[CH2:22][CH2:21]1)=[O:18]. (7) Reactant: [CH:1]1([C:4]2[N:5]=[C:6]([N:13]3[CH2:17][CH2:16][C:15]([F:19])([F:18])[CH2:14]3)[C:7]3[N:12]=[N:11][NH:10][C:8]=3[N:9]=2)[CH2:3][CH2:2]1.Br[CH2:21][C:22]1[CH:27]=[CH:26][CH:25]=[CH:24][C:23]=1[Cl:28].C1CCN2C(=NCCC2)CC1. Product: [Cl:28][C:23]1[CH:24]=[CH:25][CH:26]=[CH:27][C:22]=1[CH2:21][N:10]1[C:8]2[N:9]=[C:4]([CH:1]3[CH2:3][CH2:2]3)[N:5]=[C:6]([N:13]3[CH2:17][CH2:16][C:15]([F:18])([F:19])[CH2:14]3)[C:7]=2[N:12]=[N:11]1. The catalyst class is: 3. (8) Reactant: [CH2:1]([P:3]([O-:9])[O:4][CH2:5][CH2:6][CH2:7][CH3:8])[CH3:2].[C:10](#[N:14])[C:11]([CH3:13])=[CH2:12]. Product: [CH2:1]([P:3]([CH2:12][CH:11]([C:10]#[N:14])[CH3:13])(=[O:9])[O:4][CH2:5][CH2:6][CH2:7][CH3:8])[CH3:2]. The catalyst class is: 11. (9) Reactant: [Br:1][C:2]1[CH:11]=[CH:10][C:5]([C:6]([O:8][CH3:9])=[O:7])=[CH:4][C:3]=1[OH:12].Br[CH2:14][C:15]([N:17]1[CH2:22][CH2:21][O:20][CH2:19][CH2:18]1)=[O:16].[H-].[Na+]. Product: [Br:1][C:2]1[CH:11]=[CH:10][C:5]([C:6]([O:8][CH3:9])=[O:7])=[CH:4][C:3]=1[O:12][CH2:14][C:15]([N:17]1[CH2:22][CH2:21][O:20][CH2:19][CH2:18]1)=[O:16]. The catalyst class is: 3.